This data is from Forward reaction prediction with 1.9M reactions from USPTO patents (1976-2016). The task is: Predict the product of the given reaction. (1) Given the reactants [OH:1][CH2:2][C:3]([C:11]1[CH:16]=[CH:15][CH:14]=[CH:13][CH:12]=1)([CH2:6][CH2:7][CH2:8][CH2:9][CH3:10])[C:4]#[N:5].[C:17]1([CH3:27])[CH:22]=[CH:21][C:20]([S:23](Cl)(=[O:25])=[O:24])=[CH:19][CH:18]=1.C(N(CC)CC)C.Cl, predict the reaction product. The product is: [C:4]([C:3]([C:11]1[CH:12]=[CH:13][CH:14]=[CH:15][CH:16]=1)([CH2:6][CH2:7][CH2:8][CH2:9][CH3:10])[CH2:2][O:1][S:23]([C:20]1[CH:21]=[CH:22][C:17]([CH3:27])=[CH:18][CH:19]=1)(=[O:25])=[O:24])#[N:5]. (2) Given the reactants [F:1][C:2]([F:35])([F:34])[C:3]1[CH:4]=[CH:5][C:6]2[O:11][CH2:10][N:9]([C:12]([C@:14]34[CH2:21][C@H:20]([N:22]5C(=O)C6C(=CC=CC=6)C5=O)[CH2:19][C@H:15]3[O:16][CH2:17][CH2:18]4)=[O:13])[CH2:8][C:7]=2[CH:33]=1.NN, predict the reaction product. The product is: [NH2:22][C@@H:20]1[CH2:19][C@H:15]2[O:16][CH2:17][CH2:18][C@@:14]2([C:12]([N:9]2[CH2:8][C:7]3[CH:33]=[C:3]([C:2]([F:35])([F:34])[F:1])[CH:4]=[CH:5][C:6]=3[O:11][CH2:10]2)=[O:13])[CH2:21]1. (3) Given the reactants [CH3:1][O:2][C:3]1[C:8]([CH2:9][N:10]2[CH2:15][CH2:14][CH:13]([CH2:16][C:17](=[O:31])[C:18]3[CH:23]=[CH:22][CH:21]=[CH:20][C:19]=3[NH:24]C(=O)C(F)(F)F)[CH2:12][CH2:11]2)=[CH:7][CH:6]=[CH:5][N:4]=1.C(=O)([O-])[O-].[K+].[K+].CO, predict the reaction product. The product is: [CH3:1][O:2][C:3]1[C:8]([CH2:9][N:10]2[CH2:15][CH2:14][CH:13]([CH2:16][C:17]([C:18]3[CH:23]=[CH:22][CH:21]=[CH:20][C:19]=3[NH2:24])=[O:31])[CH2:12][CH2:11]2)=[CH:7][CH:6]=[CH:5][N:4]=1. (4) Given the reactants Cl.Cl.[NH2:3][CH:4]([C:16]1[CH:21]=[CH:20][CH:19]=[CH:18][CH:17]=1)[C:5]([O:7][C@@H:8]1[CH:13]2[CH2:14][CH2:15][N:10]([CH2:11][CH2:12]2)[CH2:9]1)=[O:6].C(N(CC)CC)C.[F:29][C:30]1[CH:31]=[C:32]([S:37](Cl)(=[O:39])=[O:38])[CH:33]=[CH:34][C:35]=1[F:36], predict the reaction product. The product is: [F:29][C:30]1[CH:31]=[C:32]([S:37]([NH:3][CH:4]([C:16]2[CH:21]=[CH:20][CH:19]=[CH:18][CH:17]=2)[C:5]([O:7][C@@H:8]2[CH:13]3[CH2:12][CH2:11][N:10]([CH2:15][CH2:14]3)[CH2:9]2)=[O:6])(=[O:38])=[O:39])[CH:33]=[CH:34][C:35]=1[F:36]. (5) Given the reactants [Cl:1][C:2]1[N:7]=[C:6]2[NH:8][CH:9]=[CH:10][C:5]2=[C:4]([N+]([O-])=O)[CH:3]=1.C(=O)([O-])[O-].[K+].[K+].S(S([O-])=O)([O-])=O.[Na+].[Na+].Cl.[NH2:29][C:30]1[CH:35]=[C:34]([F:36])[C:33]([OH:37])=[C:32]([F:38])[CH:31]=1, predict the reaction product. The product is: [Cl:1][C:2]1[N:7]=[C:6]2[NH:8][CH:9]=[CH:10][C:5]2=[C:4]([O:37][C:33]2[C:34]([F:36])=[CH:35][C:30]([NH2:29])=[CH:31][C:32]=2[F:38])[CH:3]=1. (6) Given the reactants [N+:1]([C:4]1[CH:5]=[C:6]2[C:10](=[CH:11][CH:12]=1)[N:9]([C:13]([O:15][C:16]([CH3:19])([CH3:18])[CH3:17])=[O:14])[CH2:8][CH2:7]2)([O-])=O, predict the reaction product. The product is: [NH2:1][C:4]1[CH:5]=[C:6]2[C:10](=[CH:11][CH:12]=1)[N:9]([C:13]([O:15][C:16]([CH3:19])([CH3:18])[CH3:17])=[O:14])[CH2:8][CH2:7]2. (7) Given the reactants O.[OH-].[Li+].[CH2:4]([O:11][C:12]1[CH:13]=[C:14]([CH:19]=[C:20]([O:22][C@@H:23]([CH3:36])[CH2:24][O:25][Si:26]([CH:33]([CH3:35])[CH3:34])([CH:30]([CH3:32])[CH3:31])[CH:27]([CH3:29])[CH3:28])[CH:21]=1)[C:15]([O:17]C)=[O:16])[C:5]1[CH:10]=[CH:9][CH:8]=[CH:7][CH:6]=1, predict the reaction product. The product is: [CH2:4]([O:11][C:12]1[CH:13]=[C:14]([CH:19]=[C:20]([O:22][C@@H:23]([CH3:36])[CH2:24][O:25][Si:26]([CH:30]([CH3:32])[CH3:31])([CH:27]([CH3:29])[CH3:28])[CH:33]([CH3:35])[CH3:34])[CH:21]=1)[C:15]([OH:17])=[O:16])[C:5]1[CH:6]=[CH:7][CH:8]=[CH:9][CH:10]=1. (8) Given the reactants [N:1]1[CH:6]=[CH:5][C:4]([N:7]2[CH2:12][CH2:11][CH:10]([CH2:13][OH:14])[CH2:9][CH2:8]2)=[N:3][CH:2]=1.C(N(CC)CC)C.[CH3:22][S:23](Cl)(=[O:25])=[O:24].C(=O)(O)[O-].[Na+], predict the reaction product. The product is: [CH3:22][S:23]([O:14][CH2:13][CH:10]1[CH2:11][CH2:12][N:7]([C:4]2[CH:5]=[CH:6][N:1]=[CH:2][N:3]=2)[CH2:8][CH2:9]1)(=[O:25])=[O:24]. (9) The product is: [CH:21]([O:24][C:14](=[O:15])[C:13]1[CH:17]=[CH:18][C:10]([C:9]([F:8])([F:19])[F:20])=[CH:11][CH:12]=1)([CH3:23])[CH3:22]. Given the reactants C(N(CC)CC)C.[F:8][C:9]([F:20])([F:19])[C:10]1[CH:18]=[CH:17][C:13]([C:14](Cl)=[O:15])=[CH:12][CH:11]=1.[CH:21]([OH:24])([CH3:23])[CH3:22], predict the reaction product.